Dataset: Full USPTO retrosynthesis dataset with 1.9M reactions from patents (1976-2016). Task: Predict the reactants needed to synthesize the given product. (1) Given the product [NH:14]1[CH2:13][CH2:12][CH:11]([N:8]2[CH:3]=[CH:4][NH:5][C:9]2=[O:10])[CH2:16][CH2:15]1, predict the reactants needed to synthesize it. The reactants are: CO[CH:3](OC)[CH2:4][NH2:5].[N:8]([CH:11]1[CH2:16][CH2:15][N:14](C(OCC2C=CC=CC=2)=O)[CH2:13][CH2:12]1)=[C:9]=[O:10]. (2) The reactants are: [CH:1]1([N:6]2[C:10]3[N:11]=[CH:12][N:13]=[C:14]([NH2:15])[C:9]=3[C:8]([C:16]3[NH:20][C:19]4[CH:21]=[C:22]([N+:25]([O-])=O)[CH:23]=[CH:24][C:18]=4[N:17]=3)=[CH:7]2)[CH2:5][CH2:4][CH2:3][CH2:2]1.[F:28][C:29]1[CH:30]=[C:31]([S:35](Cl)(=[O:37])=[O:36])[CH:32]=[CH:33][CH:34]=1. Given the product [NH2:15][C:14]1[C:9]2[C:8]([C:16]3[NH:20][C:19]4[CH:21]=[C:22]([NH:25][S:35]([C:31]5[CH:32]=[CH:33][CH:34]=[C:29]([F:28])[CH:30]=5)(=[O:37])=[O:36])[CH:23]=[CH:24][C:18]=4[N:17]=3)=[CH:7][N:6]([CH:1]3[CH2:5][CH2:4][CH2:3][CH2:2]3)[C:10]=2[N:11]=[CH:12][N:13]=1, predict the reactants needed to synthesize it. (3) Given the product [C:1]1([C:7]([OH:12])([CH3:8])[CH2:9][CH2:10][OH:13])[CH:6]=[CH:5][CH:4]=[CH:3][CH:2]=1, predict the reactants needed to synthesize it. The reactants are: [C:1]1([C:7]([OH:12])([CH2:9][CH:10]=C)[CH3:8])[CH:6]=[CH:5][CH:4]=[CH:3][CH:2]=1.[O:13]=[O+][O-].[BH4-].[Na+]. (4) The reactants are: [NH:1]1[CH:5]=[CH:4][N:3]=[N:2]1.C(=O)([O-])[O-].[Cs+].[Cs+].CN(C)CCN.I[C:19]1[CH:27]=[CH:26][C:25]([F:28])=[CH:24][C:20]=1[C:21]([OH:23])=[O:22]. Given the product [F:28][C:25]1[CH:26]=[CH:27][C:19]([N:2]2[N:3]=[CH:4][CH:5]=[N:1]2)=[C:20]([CH:24]=1)[C:21]([OH:23])=[O:22], predict the reactants needed to synthesize it. (5) The reactants are: [CH2:1]([N:8]1[CH2:13][CH2:12][CH:11]([CH2:14][OH:15])[CH2:10][CH2:9]1)[C:2]1[CH:7]=[CH:6][CH:5]=[CH:4][CH:3]=1.CN1CCOCC1.Cl[C:24]([O:26][C:27]1[CH:32]=[CH:31][C:30]([N+:33]([O-:35])=[O:34])=[CH:29][CH:28]=1)=[O:25]. Given the product [C:24](=[O:25])([O:26][C:27]1[CH:28]=[CH:29][C:30]([N+:33]([O-:35])=[O:34])=[CH:31][CH:32]=1)[O:15][CH2:14][CH:11]1[CH2:12][CH2:13][N:8]([CH2:1][C:2]2[CH:7]=[CH:6][CH:5]=[CH:4][CH:3]=2)[CH2:9][CH2:10]1, predict the reactants needed to synthesize it. (6) Given the product [Br:31][CH2:8][C:7]([C:5]1[S:6][C:2]([F:1])=[CH:3][CH:4]=1)=[O:9], predict the reactants needed to synthesize it. The reactants are: [F:1][C:2]1[S:6][C:5]([C:7](=[O:9])[CH3:8])=[CH:4][CH:3]=1.C(N(C(C)C)CC)(C)C.FC(F)(F)S(O[Si](C)(C)C)(=O)=O.[Br:31]N1C(=O)CCC1=O.C(=O)(O)[O-].[Na+].